This data is from Catalyst prediction with 721,799 reactions and 888 catalyst types from USPTO. The task is: Predict which catalyst facilitates the given reaction. (1) Reactant: [CH:1]([C:3]1[C:12](=[O:13])[C:11]2[C:6](=[CH:7][CH:8]=[C:9]([CH:14]([CH3:16])[CH3:15])[CH:10]=2)[O:5][CH:4]=1)=O.[CH2:17]([O:19][C:20]([C:22]#[C:23][C:24]([O:26][CH2:27][CH3:28])=[O:25])=[O:21])[CH3:18].C1(P(C2C=CC=CC=2)C2C=CC=CC=2)C=CC=CC=1.[CH3:48][O:49][C:50]1[CH:61]=[C:60]2[C:53]([NH:54][CH:55]=[C:56]2[CH2:57][CH2:58][NH2:59])=[CH:52][CH:51]=1. Product: [CH2:27]([O:26][C:24]([C:23]1[C:22]2([C:20]([O:19][CH2:17][CH3:18])=[O:21])[N:59]([CH2:58][CH2:57][C:56]3[C:60]4[C:53](=[CH:52][CH:51]=[C:50]([O:49][CH3:48])[CH:61]=4)[NH:54][C:55]=32)[CH:4]=[C:3]([C:12](=[O:13])[C:11]2[CH:10]=[C:9]([CH:14]([CH3:16])[CH3:15])[CH:8]=[CH:7][C:6]=2[OH:5])[CH:1]=1)=[O:25])[CH3:28]. The catalyst class is: 11. (2) Reactant: [NH2:1][C:2]1[CH:7]=[CH:6][C:5]([CH2:8][C:9]([O:11][C:12]([CH3:15])([CH3:14])[CH3:13])=[O:10])=[CH:4][C:3]=1[O:16][CH3:17].[C:18]1([N:24]=[C:25]=[O:26])[CH:23]=[CH:22][CH:21]=[CH:20][CH:19]=1. Product: [CH3:17][O:16][C:3]1[CH:4]=[C:5]([CH2:8][C:9]([O:11][C:12]([CH3:14])([CH3:13])[CH3:15])=[O:10])[CH:6]=[CH:7][C:2]=1[NH:1][C:25]([NH:24][C:18]1[CH:23]=[CH:22][CH:21]=[CH:20][CH:19]=1)=[O:26]. The catalyst class is: 2. (3) Reactant: [F:1][C:2]([F:18])([F:17])[O:3][C:4]1[CH:16]=[CH:15][C:7]([C:8]([NH:10][CH2:11][C:12]([OH:14])=[O:13])=O)=[CH:6][CH:5]=1.[F:19][C:20]([F:31])([F:30])[O:21][C:22]1[CH:29]=[CH:28][C:25]([CH:26]=O)=[CH:24][CH:23]=1.C([O-])(=O)C.[Na+].C(OC(=O)C)(=O)C. Product: [F:19][C:20]([F:30])([F:31])[O:21][C:22]1[CH:29]=[CH:28][C:25]([CH:26]=[C:11]2[C:12](=[O:13])[O:14][C:8]([C:7]3[CH:6]=[CH:5][C:4]([O:3][C:2]([F:1])([F:17])[F:18])=[CH:16][CH:15]=3)=[N:10]2)=[CH:24][CH:23]=1. The catalyst class is: 6. (4) Reactant: O1[CH2:5][CH2:4][CH:3]([O:6][CH:7]([C:9]2[CH:17]=[CH:16][C:12]([C:13]([OH:15])=O)=[CH:11][CH:10]=2)[CH3:8])[CH2:2]1.Cl.C(N=C=N[CH2:24][CH2:25][CH2:26]N(C)C)C.ON1C2C=CC=CC=2N=N1.C(N(CC)CC)C.[NH2:47][CH2:48][C:49]1[C:50]([OH:57])=[N:51][C:52]([CH3:56])=[CH:53][C:54]=1[CH3:55]. Product: [OH:57][C:50]1[C:49]([CH2:48][NH:47][C:13](=[O:15])[C:12]2[CH:11]=[CH:10][C:9]([CH:7]([O:6][C:3]3[CH:2]=[C:25]([CH3:26])[CH:24]=[CH:5][CH:4]=3)[CH3:8])=[CH:17][CH:16]=2)=[C:54]([CH3:55])[CH:53]=[C:52]([CH3:56])[N:51]=1. The catalyst class is: 4.